Dataset: Peptide-MHC class II binding affinity with 134,281 pairs from IEDB. Task: Regression. Given a peptide amino acid sequence and an MHC pseudo amino acid sequence, predict their binding affinity value. This is MHC class II binding data. (1) The peptide sequence is SPKARSERPAIVPPA. The MHC is DRB1_0301 with pseudo-sequence DRB1_0301. The binding affinity (normalized) is 0. (2) The peptide sequence is AGYTPAAPAGAEPAGKATTE. The MHC is DRB1_0802 with pseudo-sequence DRB1_0802. The binding affinity (normalized) is 0.585. (3) The peptide sequence is SVTIKLDGNLLSSND. The MHC is DRB1_0701 with pseudo-sequence DRB1_0701. The binding affinity (normalized) is 0.414. (4) The peptide sequence is AQGYQQLSQQMMTAF. The MHC is DRB1_0101 with pseudo-sequence DRB1_0101. The binding affinity (normalized) is 0.439.